This data is from Peptide-MHC class I binding affinity with 185,985 pairs from IEDB/IMGT. The task is: Regression. Given a peptide amino acid sequence and an MHC pseudo amino acid sequence, predict their binding affinity value. This is MHC class I binding data. (1) The peptide sequence is DDPSRGRL. The MHC is H-2-Dd with pseudo-sequence H-2-Dd. The binding affinity (normalized) is 0.0278. (2) The peptide sequence is IEDPPFNSL. The MHC is HLA-B44:02 with pseudo-sequence HLA-B44:02. The binding affinity (normalized) is 0. (3) The peptide sequence is PSEDEQQGH. The MHC is HLA-B40:01 with pseudo-sequence HLA-B40:01. The binding affinity (normalized) is 0.0847. (4) The peptide sequence is IFLKPDETF. The MHC is HLA-B39:01 with pseudo-sequence HLA-B39:01. The binding affinity (normalized) is 0.0847. (5) The binding affinity (normalized) is 0.0847. The MHC is HLA-A24:03 with pseudo-sequence HLA-A24:03. The peptide sequence is MVINGEQGT. (6) The peptide sequence is ELPIVTPAL. The MHC is HLA-A02:19 with pseudo-sequence HLA-A02:19. The binding affinity (normalized) is 0.0847. (7) The peptide sequence is LIPLSEMVVK. The MHC is HLA-A31:01 with pseudo-sequence HLA-A31:01. The binding affinity (normalized) is 0.177.